Dataset: Peptide-MHC class II binding affinity with 134,281 pairs from IEDB. Task: Regression. Given a peptide amino acid sequence and an MHC pseudo amino acid sequence, predict their binding affinity value. This is MHC class II binding data. The peptide sequence is LVVRMYLSSQAIRLV. The MHC is DRB1_1302 with pseudo-sequence DRB1_1302. The binding affinity (normalized) is 0.860.